The task is: Predict the reactants needed to synthesize the given product.. This data is from Full USPTO retrosynthesis dataset with 1.9M reactions from patents (1976-2016). (1) Given the product [Br:1][C:2]1[CH:7]=[CH:6][C:5]([C@@H:8]([N:10]2[CH2:43][CH2:42][C:29]3([CH2:41][CH2:40][C:32]4([O:33][CH2:34][C:35]([CH3:39])([CH3:38])[CH2:36][O:37]4)[CH2:31][CH2:30]3)[CH2:28][C:27]2=[O:26])[CH3:9])=[CH:4][CH:3]=1, predict the reactants needed to synthesize it. The reactants are: [Br:1][C:2]1[CH:7]=[CH:6][C:5]([C@@H:8]([NH2:10])[CH3:9])=[CH:4][CH:3]=1.C(O[BH-](OC(=O)C)OC(=O)C)(=O)C.[Na+].C[O:26][C:27](=O)[CH2:28][C:29]1([CH2:42][CH:43]=O)[CH2:41][CH2:40][C:32]2([O:37][CH2:36][C:35]([CH3:39])([CH3:38])[CH2:34][O:33]2)[CH2:31][CH2:30]1.[OH-].[Na+]. (2) Given the product [NH2:6][C:7]1[C:12]2=[C:13]([C:19]3[CH:24]=[CH:23][C:22]([NH:25][C:26]([NH:28][C:29]4[CH:34]=[C:33]([C:35]([F:36])([F:37])[F:38])[CH:32]=[CH:31][C:30]=4[F:39])=[O:27])=[C:21]([F:40])[CH:20]=3)[C:14]([CH2:16][O:17][CH3:18])=[C:15]([Br:41])[N:11]2[N:10]=[CH:9][N:8]=1, predict the reactants needed to synthesize it. The reactants are: C1COCC1.[NH2:6][C:7]1[C:12]2=[C:13]([C:19]3[CH:24]=[CH:23][C:22]([NH:25][C:26]([NH:28][C:29]4[CH:34]=[C:33]([C:35]([F:38])([F:37])[F:36])[CH:32]=[CH:31][C:30]=4[F:39])=[O:27])=[C:21]([F:40])[CH:20]=3)[C:14]([CH2:16][O:17][CH3:18])=[CH:15][N:11]2[N:10]=[CH:9][N:8]=1.[Br:41]N1C(C)(C)C(=O)N(Br)C1=O.[O-]S([O-])=O.[Na+].[Na+].